Dataset: Forward reaction prediction with 1.9M reactions from USPTO patents (1976-2016). Task: Predict the product of the given reaction. Given the reactants [CH3:1][CH:2]([CH3:20])[CH2:3][C@H:4]([NH:12][C:13](=[O:19])[O:14][C:15]([CH3:18])([CH3:17])[CH3:16])[CH2:5][N:6]1[CH2:11][CH2:10][NH:9][CH2:8][CH2:7]1.C(Cl)CCl.C1C=CC2N(O)N=NC=2C=1.[NH:35]([C:42]([O:44][CH2:45][C:46]1[CH:51]=[CH:50][CH:49]=[CH:48][CH:47]=1)=[O:43])[C@H:36]([C:39](O)=[O:40])[CH2:37][OH:38].C(N(CC)CC)C.C([O-])(O)=O.[Na+].Cl, predict the reaction product. The product is: [OH:40][CH2:39][C@H:36]([NH:35][C:42]([O:44][CH2:45][C:46]1[CH:47]=[CH:48][CH:49]=[CH:50][CH:51]=1)=[O:43])[C:37]([N:9]1[CH2:8][CH2:7][N:6]([CH2:5][C@@H:4]([NH:12][C:13](=[O:19])[O:14][C:15]([CH3:18])([CH3:17])[CH3:16])[CH2:3][CH:2]([CH3:20])[CH3:1])[CH2:11][CH2:10]1)=[O:38].